This data is from Peptide-MHC class I binding affinity with 185,985 pairs from IEDB/IMGT. The task is: Regression. Given a peptide amino acid sequence and an MHC pseudo amino acid sequence, predict their binding affinity value. This is MHC class I binding data. (1) The peptide sequence is NVKHTSVSAK. The MHC is HLA-A31:01 with pseudo-sequence HLA-A31:01. The binding affinity (normalized) is 0.146. (2) The peptide sequence is MTRRRVLSV. The MHC is HLA-B18:01 with pseudo-sequence HLA-B18:01. The binding affinity (normalized) is 0.213. (3) The peptide sequence is FSHSGVYCL. The MHC is H-2-Kb with pseudo-sequence H-2-Kb. The binding affinity (normalized) is 0.107. (4) The peptide sequence is ASSALLWMAS. The MHC is HLA-B57:01 with pseudo-sequence HLA-B57:01. The binding affinity (normalized) is 0.0991. (5) The peptide sequence is KRRRTPKKAKA. The MHC is Mamu-B08 with pseudo-sequence Mamu-B08. The binding affinity (normalized) is 0.173. (6) The peptide sequence is PTRTWKVLSI. The MHC is HLA-A02:01 with pseudo-sequence HLA-A02:01. The binding affinity (normalized) is 0.